This data is from Full USPTO retrosynthesis dataset with 1.9M reactions from patents (1976-2016). The task is: Predict the reactants needed to synthesize the given product. (1) Given the product [C:42]([CH2:41][CH2:40][C:10]1[C:11]([CH2:15][CH2:16][CH2:17][CH2:18][CH2:19][CH2:20][O:21][C:22]2[CH:27]=[C:26]([C:28]3[CH:29]=[CH:30][N:31]=[CH:32][CH:33]=3)[CH:25]=[C:24]([C:34]3[CH:35]=[CH:36][N:37]=[CH:38][CH:39]=3)[CH:23]=2)=[CH:12][CH:13]=[CH:14][C:9]=1[O:8][CH2:7][CH2:6][CH2:5][C:4]([OH:47])=[O:3])([OH:44])=[O:43], predict the reactants needed to synthesize it. The reactants are: C([O:3][C:4](=[O:47])[CH2:5][CH2:6][CH2:7][O:8][C:9]1[CH:14]=[CH:13][CH:12]=[C:11]([CH2:15][CH2:16][CH2:17][CH2:18][CH2:19][CH2:20][O:21][C:22]2[CH:27]=[C:26]([C:28]3[CH:33]=[CH:32][N:31]=[CH:30][CH:29]=3)[CH:25]=[C:24]([C:34]3[CH:39]=[CH:38][N:37]=[CH:36][CH:35]=3)[CH:23]=2)[C:10]=1[CH2:40][CH2:41][C:42]([O:44]CC)=[O:43])C.[OH-].[Na+]. (2) Given the product [C:1]([O:5][C:6]([N:8]1[CH2:13][CH2:12][CH:11]([C:14]2[N:18]([C:19]3[CH:20]=[CH:21][C:22]([O:25][C:26]4[CH:27]=[CH:28][CH:29]=[CH:30][CH:31]=4)=[CH:23][CH:24]=3)[N:17]=[C:16]([C:32]([OH:34])=[O:33])[CH:15]=2)[CH2:10][CH2:9]1)=[O:7])([CH3:4])([CH3:2])[CH3:3], predict the reactants needed to synthesize it. The reactants are: [C:1]([O:5][C:6]([N:8]1[CH2:13][CH2:12][CH:11]([C:14]2[N:18]([C:19]3[CH:24]=[CH:23][C:22]([O:25][C:26]4[CH:31]=[CH:30][CH:29]=[CH:28][CH:27]=4)=[CH:21][CH:20]=3)[N:17]=[C:16]([C:32]([O:34]CC)=[O:33])[CH:15]=2)[CH2:10][CH2:9]1)=[O:7])([CH3:4])([CH3:3])[CH3:2].[Li+].[OH-].